From a dataset of Forward reaction prediction with 1.9M reactions from USPTO patents (1976-2016). Predict the product of the given reaction. (1) The product is: [Cl:20][C:21]1[CH:29]=[C:28]([Cl:30])[CH:27]=[CH:26][C:22]=1[C:23]([NH:12][S:9](/[CH:8]=[C:7](/[C:1]1[CH:2]=[CH:3][CH:4]=[CH:5][CH:6]=1)\[CH3:13])(=[O:10])=[O:11])=[O:24]. Given the reactants [C:1]1(/[C:7](/[CH3:13])=[CH:8]/[S:9]([NH2:12])(=[O:11])=[O:10])[CH:6]=[CH:5][CH:4]=[CH:3][CH:2]=1.C(=O)([O-])[O-].[K+].[K+].[Cl:20][C:21]1[CH:29]=[C:28]([Cl:30])[CH:27]=[CH:26][C:22]=1[C:23](Cl)=[O:24], predict the reaction product. (2) Given the reactants [CH:1]1([C:7]([C:9]2[CH:14]=[C:13]([O:15][CH3:16])[CH:12]=[C:11]([O:17][CH3:18])[CH:10]=2)=O)[CH2:6][CH2:5][CH2:4][CH2:3][CH2:2]1.C(C1(C2C=C(OC)C=C(OC)C=2)[S:27][CH2:26][CH2:25][S:24]1)CCC, predict the reaction product. The product is: [CH:1]1([C:7]2([C:9]3[CH:14]=[C:13]([O:15][CH3:16])[CH:12]=[C:11]([O:17][CH3:18])[CH:10]=3)[S:27][CH2:26][CH2:25][S:24]2)[CH2:6][CH2:5][CH2:4][CH2:3][CH2:2]1. (3) Given the reactants [N:1]1[C:2]([CH2:10][CH2:11][OH:12])=[CH:3][N:4]2[CH:9]=[CH:8][CH:7]=[N:6][C:5]=12.O[C:14]1[CH:36]=[CH:35][C:17]2[CH2:18][CH:19]([CH2:29][C:30]([O:32][CH2:33][CH3:34])=[O:31])[C:20](=[O:28])[N:21]([CH2:23][C:24]([F:27])([F:26])[F:25])[CH2:22][C:16]=2[CH:15]=1.C1(P(C2C=CC=CC=2)C2C=CC=CC=2)C=CC=CC=1.N(C(OC(C)C)=O)=NC(OC(C)C)=O, predict the reaction product. The product is: [N:1]1[C:2]([CH2:10][CH2:11][O:12][C:14]2[CH:36]=[CH:35][C:17]3[CH2:18][CH:19]([CH2:29][C:30]([O:32][CH2:33][CH3:34])=[O:31])[C:20](=[O:28])[N:21]([CH2:23][C:24]([F:26])([F:27])[F:25])[CH2:22][C:16]=3[CH:15]=2)=[CH:3][N:4]2[CH:9]=[CH:8][CH:7]=[N:6][C:5]=12. (4) Given the reactants C1COCC1.[ClH:6].[NH2:7][C@H:8]([C@H:24]([C:29]1[CH:34]=[C:33]([F:35])[CH:32]=[C:31]([F:36])[CH:30]=1)[C:25]([F:28])([F:27])[F:26])[C:9](N1[C@@H](CC2C=CC=CC=2)COC1=O)=[O:10].[Li+].[BH4-].Cl, predict the reaction product. The product is: [ClH:6].[NH2:7][C@H:8]([C@H:24]([C:29]1[CH:30]=[C:31]([F:36])[CH:32]=[C:33]([F:35])[CH:34]=1)[C:25]([F:26])([F:27])[F:28])[CH2:9][OH:10].